This data is from Catalyst prediction with 721,799 reactions and 888 catalyst types from USPTO. The task is: Predict which catalyst facilitates the given reaction. (1) Reactant: [C:1]([O:5][C:6]([NH:8][CH:9]1[C:27](=[O:28])[N:26]2[CH:22]([CH2:23][CH:24]([OH:29])[CH2:25]2)[C:21](=[O:30])[NH:20][C:19]2([C:31]([O:33]CC)=[O:32])[CH:17]([CH2:18]2)[CH:16]=[CH:15][CH2:14][CH2:13][CH2:12][CH2:11][CH2:10]1)=[O:7])([CH3:4])([CH3:3])[CH3:2].[H-].[Na+].F[C:39]1[CH:44]=[CH:43][C:42]([N+:45]([O-:47])=[O:46])=[CH:41][CH:40]=1. Product: [C:1]([O:5][C:6]([NH:8][CH:9]1[C:27](=[O:28])[N:26]2[CH:22]([CH2:23][CH:24]([O:29][C:39]3[CH:44]=[CH:43][C:42]([N+:45]([O-:47])=[O:46])=[CH:41][CH:40]=3)[CH2:25]2)[C:21](=[O:30])[NH:20][C:19]2([C:31]([OH:33])=[O:32])[CH:17]([CH2:18]2)[CH:16]=[CH:15][CH2:14][CH2:13][CH2:12][CH2:11][CH2:10]1)=[O:7])([CH3:3])([CH3:2])[CH3:4]. The catalyst class is: 1. (2) Reactant: [NH2:1][C:2]1[CH:7]=[C:6]([O:8][C:9]2[C:14]([F:15])=[CH:13][C:12]([NH:16][C:17]([C:19]3([C:22]([NH:24][C:25]4[CH:30]=[CH:29][C:28]([F:31])=[CH:27][CH:26]=4)=[O:23])[CH2:21][CH2:20]3)=[O:18])=[C:11]([F:32])[CH:10]=2)[CH:5]=[CH:4][N:3]=1.C([N:35]([CH2:38]C)CC)C.ClC([O:43][C:44]1[CH:49]=CC=[CH:46][CH:45]=1)=O.C(=O)([O-])[OH:51].[Na+]. Product: [F:32][C:11]1[CH:10]=[C:9]([O:8][C:6]2[CH:5]=[CH:4][N:3]=[C:2]([NH:1][C:38]([N:35]3[CH2:46][CH2:45][C@H:44]([OH:43])[CH2:49]3)=[O:51])[CH:7]=2)[C:14]([F:15])=[CH:13][C:12]=1[NH:16][C:17]([C:19]1([C:22]([NH:24][C:25]2[CH:26]=[CH:27][C:28]([F:31])=[CH:29][CH:30]=2)=[O:23])[CH2:21][CH2:20]1)=[O:18]. The catalyst class is: 54. (3) Reactant: [C@@H:1]1([N:10]2[CH:17]=[CH:16][C:14]([NH2:15])=[N:13][C:11]2=[O:12])[O:9][C@H:6]([CH2:7][OH:8])[C@@H:4]([OH:5])[C@H:2]1[OH:3].[C:18]1([CH2:34]Cl)[C:31]2[C:32]3=[C:33]4[C:28](=[CH:29][CH:30]=2)[CH:27]=[CH:26][CH:25]=[C:24]4[CH:23]=[CH:22][C:21]3=[CH:20][CH:19]=1.[H-].[Na+]. Product: [C:18]1([CH2:34][O:3][C@@H:2]2[C@H:4]([OH:5])[C@@H:6]([CH2:7][OH:8])[O:9][C@H:1]2[N:10]2[CH:17]=[CH:16][C:14]([NH2:15])=[N:13][C:11]2=[O:12])[C:31]2[C:32]3=[C:33]4[C:28](=[CH:29][CH:30]=2)[CH:27]=[CH:26][CH:25]=[C:24]4[CH:23]=[CH:22][C:21]3=[CH:20][CH:19]=1. The catalyst class is: 16. (4) Product: [Cl:13][C:6]1[CH:7]=[C:8]([CH:9]=[C:4]([Cl:3])[C:5]=1[S:14][C:15]1[CH:20]=[CH:19][CH:18]=[C:17]([C:21]([F:23])([F:22])[F:24])[CH:16]=1)[NH2:10]. The catalyst class is: 693. Reactant: CO.[Cl:3][C:4]1[CH:9]=[C:8]([N+:10]([O-])=O)[CH:7]=[C:6]([Cl:13])[C:5]=1[S:14][C:15]1[CH:20]=[CH:19][CH:18]=[C:17]([C:21]([F:24])([F:23])[F:22])[CH:16]=1.[Cl-].[NH4+]. (5) Reactant: [CH:1]12[CH2:10][CH:7]([CH2:8][CH2:9]1)[C:6]1[CH:5]=[C:4]([C:11]([O:13][CH2:14][CH3:15])=[O:12])[NH:3][C:2]2=1.[H-].[Na+].Br[CH2:19][C:20]#[N:21].O. Product: [C:20]([CH2:19][N:3]1[C:4]([C:11]([O:13][CH2:14][CH3:15])=[O:12])=[CH:5][C:6]2[CH:7]3[CH2:10][CH:1]([CH2:9][CH2:8]3)[C:2]1=2)#[N:21]. The catalyst class is: 3.